This data is from Peptide-MHC class II binding affinity with 134,281 pairs from IEDB. The task is: Regression. Given a peptide amino acid sequence and an MHC pseudo amino acid sequence, predict their binding affinity value. This is MHC class II binding data. The peptide sequence is DVNASFRAAMATTAN. The MHC is DRB4_0101 with pseudo-sequence DRB4_0103. The binding affinity (normalized) is 0.133.